This data is from Reaction yield outcomes from USPTO patents with 853,638 reactions. The task is: Predict the reaction yield, written as a fraction of the theoretical maximum amount of product (1.0 means a 100% yield; for example, 0.34 means a 34% yield). (1) The reactants are [Br:1][C:2]1[CH:13]=[CH:12][C:5]([O:6][CH2:7][C:8]2([CH3:11])[CH2:10][O:9]2)=[CH:4][CH:3]=1.CC(C)=[O:16].S(=O)(=O)(O)O. The catalyst is O. The product is [Br:1][C:2]1[CH:13]=[CH:12][C:5]([O:6][CH2:7][C:8]([CH3:11])([OH:16])[CH2:10][OH:9])=[CH:4][CH:3]=1. The yield is 0.560. (2) The reactants are [C:1]([NH:4][C:5]1[C:13]([Cl:14])=[CH:12][C:8]([C:9]([OH:11])=O)=[C:7]([O:15]C)[CH:6]=1)(=[O:3])[CH3:2].[F:17][C:18]([F:31])([F:30])[C:19]1[CH:20]=[C:21]([CH:23]=[C:24]([C:26]([F:29])([F:28])[F:27])[CH:25]=1)[NH2:22]. No catalyst specified. The product is [C:1]([NH:4][C:5]1[C:13]([Cl:14])=[CH:12][C:8]([C:9]([NH:22][C:21]2[CH:23]=[C:24]([C:26]([F:27])([F:28])[F:29])[CH:25]=[C:19]([C:18]([F:17])([F:30])[F:31])[CH:20]=2)=[O:11])=[C:7]([OH:15])[CH:6]=1)(=[O:3])[CH3:2]. The yield is 0.238. (3) The reactants are [NH2:1][CH2:2][CH2:3][O:4][C@@H:5]([C:19]1[CH:24]=[C:23]([F:25])[CH:22]=[C:21]([Cl:26])[CH:20]=1)[C@@H:6]1[CH2:11][CH2:10][CH2:9][N:8]([C:12]([O:14][C:15]([CH3:18])([CH3:17])[CH3:16])=[O:13])[CH2:7]1.Cl[C:28]([O:30][CH2:31][CH3:32])=[O:29].O. The catalyst is C(Cl)Cl.CCN(CC)CC. The product is [Cl:26][C:21]1[CH:20]=[C:19]([C@H:5]([O:4][CH2:3][CH2:2][NH:1][C:28]([O:30][CH2:31][CH3:32])=[O:29])[C@@H:6]2[CH2:11][CH2:10][CH2:9][N:8]([C:12]([O:14][C:15]([CH3:18])([CH3:17])[CH3:16])=[O:13])[CH2:7]2)[CH:24]=[C:23]([F:25])[CH:22]=1. The yield is 1.00. (4) The reactants are [F:1][C:2]1[C:7]2[N:8]([CH3:12])[C:9](=[O:11])[O:10][C:6]=2[CH:5]=[C:4]([NH:13][CH2:14][C@@H:15]([OH:20])[C:16]([O:18][CH3:19])=[O:17])[CH:3]=1.[C:21](N1C=CN=C1)(N1C=CN=C1)=[O:22]. The catalyst is C(#N)C.C(OCC)(=O)C. The product is [F:1][C:2]1[C:7]2[N:8]([CH3:12])[C:9](=[O:11])[O:10][C:6]=2[CH:5]=[C:4]([N:13]2[CH2:14][C@H:15]([C:16]([O:18][CH3:19])=[O:17])[O:20][C:21]2=[O:22])[CH:3]=1. The yield is 0.960. (5) The reactants are C(C1C=C(NC2N=C(NC3C=CC=C(C(O)=O)C=3)C(F)=CN=2)C=CC=1)(O)=O.C[O:29][C:30]([C:32]1[CH:37]=[CH:36][C:35]([NH:38][C:39]2[N:44]=[C:43]([NH:45][C:46]3[CH:51]=[CH:50][C:49]([C:52]([O:54]C)=[O:53])=[CH:48][CH:47]=3)[C:42]([F:56])=[CH:41][N:40]=2)=[CH:34][CH:33]=1)=[O:31].[OH-].[Na+]. No catalyst specified. The product is [C:30]([C:32]1[CH:37]=[CH:36][C:35]([NH:38][C:39]2[N:44]=[C:43]([NH:45][C:46]3[CH:51]=[CH:50][C:49]([C:52]([OH:54])=[O:53])=[CH:48][CH:47]=3)[C:42]([F:56])=[CH:41][N:40]=2)=[CH:34][CH:33]=1)([OH:31])=[O:29]. The yield is 0.590. (6) The reactants are [CH3:1][S:2]([OH:5])(=[O:4])=[O:3].[NH2:6][C:7]1[C:16]([C:17]([NH:19][C:20]2[CH:21]=[N:22][CH:23]=[C:24]([F:39])[C:25]=2[N:26]2[CH2:31][CH2:30][CH:29]([C:32]([O:34]C(C)(C)C)=[O:33])[CH2:28][CH2:27]2)=[O:18])=[C:10]2[N:11]=[CH:12][C:13]([F:15])=[CH:14][N:9]2[N:8]=1. The catalyst is C(#N)C. The product is [S:2]([OH:5])(=[O:4])(=[O:3])[CH3:1].[NH2:6][C:7]1[C:16]([C:17]([NH:19][C:20]2[CH:21]=[N:22][CH:23]=[C:24]([F:39])[C:25]=2[N:26]2[CH2:27][CH2:28][CH:29]([C:32]([OH:34])=[O:33])[CH2:30][CH2:31]2)=[O:18])=[C:10]2[N:11]=[CH:12][C:13]([F:15])=[CH:14][N:9]2[N:8]=1. The yield is 0.870. (7) The reactants are C[Si]([N-][Si](C)(C)C)(C)C.[Li+].F[C:12]1[C:13]([C:18]2[NH:27][C:26](=[O:28])[C:25]3[C:20](=[CH:21][C:22]([O:31][CH3:32])=[CH:23][C:24]=3[O:29][CH3:30])[N:19]=2)=[N:14][CH:15]=[CH:16][CH:17]=1.Cl.[NH2:34][CH2:35][CH2:36][NH:37][C:38](=[O:42])[CH:39]([CH3:41])[CH3:40]. The catalyst is C1COCC1.[NH4+].[Cl-]. The product is [CH3:30][O:29][C:24]1[CH:23]=[C:22]([O:31][CH3:32])[CH:21]=[C:20]2[C:25]=1[C:26](=[O:28])[NH:27][C:18]([C:13]1[C:12]([NH:34][CH2:35][CH2:36][NH:37][C:38](=[O:42])[CH:39]([CH3:41])[CH3:40])=[CH:17][CH:16]=[CH:15][N:14]=1)=[N:19]2. The yield is 0.250. (8) The reactants are [F:1][C:2]1[C:25]([NH:26][C:27]([NH:29][C:30]2[CH:31]=[N:32][C:33]([CH3:36])=[CH:34][CH:35]=2)=[O:28])=[CH:24][CH:23]=[CH:22][C:3]=1[CH2:4][N:5]1[CH2:10][CH2:9][N:8]([C:11](OCC2C=CC=CC=2)=[O:12])[C@H:7]([CH3:21])[CH2:6]1.CCN(CC)CC.ClC(OC1C=CC([N+]([O-])=O)=CC=1)=O.[NH:57]1[CH2:60][CH2:59][CH2:58]1. The catalyst is CO.C1COCC1.[Pd]. The product is [N:57]1([C:11]([N:8]2[CH2:9][CH2:10][N:5]([CH2:4][C:3]3[C:2]([F:1])=[C:25]([NH:26][C:27]([NH:29][C:30]4[CH:31]=[N:32][C:33]([CH3:36])=[CH:34][CH:35]=4)=[O:28])[CH:24]=[CH:23][CH:22]=3)[CH2:6][C@H:7]2[CH3:21])=[O:12])[CH2:60][CH2:59][CH2:58]1. The yield is 0.280.